This data is from Catalyst prediction with 721,799 reactions and 888 catalyst types from USPTO. The task is: Predict which catalyst facilitates the given reaction. (1) Reactant: [OH:1][C:2]1[CH:7]=[CH:6][C:5]([N:8]2[C:13](=[O:14])[C:12]([CH3:15])=[C:11]([NH:16][C:17]3[CH:22]=[CH:21][CH:20]=[CH:19][CH:18]=3)[N:10]=[CH:9]2)=[CH:4][CH:3]=1.Cl[C:24]1[C:33]2[C:28](=[CH:29][C:30]([O:36][CH2:37][CH2:38][CH2:39][N:40]3[CH2:45][CH2:44][O:43][CH2:42][CH2:41]3)=[C:31]([O:34][CH3:35])[CH:32]=2)[N:27]=[CH:26][CH:25]=1. Product: [CH3:35][O:34][C:31]1[CH:32]=[C:33]2[C:28](=[CH:29][C:30]=1[O:36][CH2:37][CH2:38][CH2:39][N:40]1[CH2:41][CH2:42][O:43][CH2:44][CH2:45]1)[N:27]=[CH:26][CH:25]=[C:24]2[O:1][C:2]1[CH:3]=[CH:4][C:5]([N:8]2[C:13](=[O:14])[C:12]([CH3:15])=[C:11]([NH:16][C:17]3[CH:18]=[CH:19][CH:20]=[CH:21][CH:22]=3)[N:10]=[CH:9]2)=[CH:6][CH:7]=1. The catalyst class is: 142. (2) Reactant: [CH2:1]([O:3][C:4](=[O:39])[C:5]([CH3:38])([CH3:37])[CH2:6][C:7]1[N:8]([CH2:22][C:23]2[CH:28]=[CH:27][C:26]([C:29]3[CH:30]=[N:31][C:32]([O:35][CH3:36])=[CH:33][CH:34]=3)=[CH:25][CH:24]=2)[C:9]2[C:14]([C:15]=1[S:16][C:17]([CH3:20])([CH3:19])[CH3:18])=[CH:13][C:12]([OH:21])=[CH:11][CH:10]=2)[CH3:2].Br[CH2:41][C:42]1[CH:51]=[CH:50][C:49]2[C:44](=[CH:45][CH:46]=[C:47]([F:52])[CH:48]=2)[N:43]=1.C([O-])([O-])=O.[Cs+].[Cs+]. Product: [CH2:1]([O:3][C:4](=[O:39])[C:5]([CH3:38])([CH3:37])[CH2:6][C:7]1[N:8]([CH2:22][C:23]2[CH:24]=[CH:25][C:26]([C:29]3[CH:30]=[N:31][C:32]([O:35][CH3:36])=[CH:33][CH:34]=3)=[CH:27][CH:28]=2)[C:9]2[C:14]([C:15]=1[S:16][C:17]([CH3:19])([CH3:20])[CH3:18])=[CH:13][C:12]([O:21][CH2:41][C:42]1[CH:51]=[CH:50][C:49]3[C:44](=[CH:45][CH:46]=[C:47]([F:52])[CH:48]=3)[N:43]=1)=[CH:11][CH:10]=2)[CH3:2]. The catalyst class is: 23.